This data is from Merck oncology drug combination screen with 23,052 pairs across 39 cell lines. The task is: Regression. Given two drug SMILES strings and cell line genomic features, predict the synergy score measuring deviation from expected non-interaction effect. (1) Drug 1: O=C(CCCCCCC(=O)Nc1ccccc1)NO. Drug 2: Cn1cc(-c2cnn3c(N)c(Br)c(C4CCCNC4)nc23)cn1. Cell line: SKMEL30. Synergy scores: synergy=19.9. (2) Drug 1: COc1cc(C2c3cc4c(cc3C(OC3OC5COC(C)OC5C(O)C3O)C3COC(=O)C23)OCO4)cc(OC)c1O. Drug 2: O=C(NOCC(O)CO)c1ccc(F)c(F)c1Nc1ccc(I)cc1F. Cell line: UWB1289. Synergy scores: synergy=36.3.